Dataset: Peptide-MHC class I binding affinity with 185,985 pairs from IEDB/IMGT. Task: Regression. Given a peptide amino acid sequence and an MHC pseudo amino acid sequence, predict their binding affinity value. This is MHC class I binding data. (1) The MHC is HLA-A24:02 with pseudo-sequence HLA-A24:02. The peptide sequence is LSSIGIPAY. The binding affinity (normalized) is 0.0847. (2) The peptide sequence is IGDKPTCLV. The MHC is HLA-B27:03 with pseudo-sequence HLA-B27:03. The binding affinity (normalized) is 0.0847. (3) The peptide sequence is SDEVARDLSL. The MHC is HLA-B44:02 with pseudo-sequence HLA-B44:02. The binding affinity (normalized) is 0.201. (4) The peptide sequence is REGRDQLW. The MHC is Mamu-B17 with pseudo-sequence Mamu-B17. The binding affinity (normalized) is 0.409. (5) The binding affinity (normalized) is 0.0847. The peptide sequence is FLYPSWSLY. The MHC is HLA-B57:01 with pseudo-sequence HLA-B57:01. (6) The peptide sequence is IITANWLPF. The MHC is HLA-B35:01 with pseudo-sequence HLA-B35:01. The binding affinity (normalized) is 0.565. (7) The peptide sequence is FPVKPQVPL. The MHC is HLA-A01:01 with pseudo-sequence HLA-A01:01. The binding affinity (normalized) is 0. (8) The binding affinity (normalized) is 0. The peptide sequence is LFCASDAKAY. The MHC is HLA-B07:02 with pseudo-sequence HLA-B07:02.